Dataset: Reaction yield outcomes from USPTO patents with 853,638 reactions. Task: Predict the reaction yield, written as a fraction of the theoretical maximum amount of product (1.0 means a 100% yield; for example, 0.34 means a 34% yield). (1) The yield is 0.800. The product is [C:5]([CH:4]1[CH2:8][CH2:9][N:1]([CH2:17][C:19]2[CH:20]=[CH:21][C:22]([C:23]([CH2:25][NH:26][CH2:27][CH2:28][N:29]3[CH2:34][CH2:33][CH:32]([O:35][C:36](=[O:50])[NH:37][C:38]4[CH:43]=[CH:42][CH:41]=[CH:40][C:39]=4[C:44]4[CH:45]=[CH:46][CH:47]=[CH:48][CH:49]=4)[CH2:31][CH2:30]3)=[O:24])=[CH:51][CH:52]=2)[CH2:2][CH2:3]1)(=[O:6])[NH2:7]. The catalyst is C(O)(C)C.C(O)(=O)C. The reactants are [NH:1]1[CH2:9][CH2:8][CH:4]([C:5]([NH2:7])=[O:6])[CH2:3][CH2:2]1.S([O-])([O-])(=O)=O.[Na+].[Na+].[CH:17]([C:19]1[CH:52]=[CH:51][C:22]([C:23]([CH2:25][NH:26][CH2:27][CH2:28][N:29]2[CH2:34][CH2:33][CH:32]([O:35][C:36](=[O:50])[NH:37][C:38]3[CH:43]=[CH:42][CH:41]=[CH:40][C:39]=3[C:44]3[CH:49]=[CH:48][CH:47]=[CH:46][CH:45]=3)[CH2:31][CH2:30]2)=[O:24])=[CH:21][CH:20]=1)=O.C(O[BH-](OC(=O)C)OC(=O)C)(=O)C.[Na+]. (2) The product is [C:8]([CH:2]([NH:1][C:19](=[O:20])[C:18]1[C:17]([F:16])=[CH:25][CH:24]=[CH:23][C:22]=1[F:26])[C:3]([O:5][CH2:6][CH3:7])=[O:4])#[N:9]. The yield is 0.840. The catalyst is ClCCl.C(OCC)(=O)C. The reactants are [NH2:1][CH:2]([C:8]#[N:9])[C:3]([O:5][CH2:6][CH3:7])=[O:4].N1C=CC=CC=1.[F:16][C:17]1[CH:25]=[CH:24][CH:23]=[C:22]([F:26])[C:18]=1[C:19](Cl)=[O:20]. (3) The reactants are [NH2:1][C:2](N)=[S:3].[Cl:5][C:6]1[CH:11]=[CH:10][C:9]([C:12]([C:14]2C(Cl)=N[CH:17]=[CH:18][CH:19]=2)=[O:13])=[CH:8][CH:7]=1. The catalyst is O.C(O)C. The product is [ClH:5].[Cl:5][C:6]1[CH:7]=[CH:8][C:9]([C:12]([C:14]2[C:2]([SH:3])=[N:1][CH:17]=[CH:18][CH:19]=2)=[O:13])=[CH:10][CH:11]=1. The yield is 0.760. (4) The reactants are [CH2:1]([O:3][C:4]1[CH:5]=[C:6]([CH:14]2[C:19]([C:20]3[CH:25]=[CH:24][CH:23]=[CH:22][CH:21]=3)=[C:18]([C:26]3[CH:31]=[CH:30][CH:29]=[CH:28][CH:27]=3)[NH:17][C:16](=[O:32])[CH2:15]2)[CH:7]=[C:8]([N+:11]([O-:13])=[O:12])[C:9]=1[OH:10])[CH3:2].C(=O)([O-])[O-].[K+].[K+].Cl[CH2:40][O:41][CH3:42].O. The catalyst is CN(C=O)C.CCOC(C)=O. The product is [CH2:1]([O:3][C:4]1[CH:5]=[C:6]([CH:14]2[C:19]([C:20]3[CH:21]=[CH:22][CH:23]=[CH:24][CH:25]=3)=[C:18]([C:26]3[CH:27]=[CH:28][CH:29]=[CH:30][CH:31]=3)[NH:17][C:16](=[O:32])[CH2:15]2)[CH:7]=[C:8]([N+:11]([O-:13])=[O:12])[C:9]=1[O:10][CH2:40][O:41][CH3:42])[CH3:2]. The yield is 0.980. (5) The reactants are O[C:2]1[C:11]2[CH:10]=[C:9]3[N:12]=[CH:13][S:14][C:8]3=[CH:7][C:6]=2[N:5]=[CH:4][C:3]=1[C:15]#[N:16].[Cl:17][C:18]1[C:24]([O:25][CH3:26])=[CH:23][C:21]([NH2:22])=[C:20]([CH3:27])[CH:19]=1.Cl.N1C=CC=CC=1. The catalyst is P(Cl)(Cl)(Cl)=O.CN(C)C=O. The product is [Cl:17][C:18]1[C:24]([O:25][CH3:26])=[CH:23][C:21]([NH:22][C:2]2[C:11]3[CH:10]=[C:9]4[N:12]=[CH:13][S:14][C:8]4=[CH:7][C:6]=3[N:5]=[CH:4][C:3]=2[C:15]#[N:16])=[C:20]([CH3:27])[CH:19]=1. The yield is 0.160. (6) The reactants are C([O:8][C:9]1[CH:14]=[C:13]([O:15]CC2C=CC=CC=2)[C:12]([CH:23]([CH3:25])[CH3:24])=[CH:11][C:10]=1[C:26]1[N:27]([C:32]2[CH:37]=[CH:36][C:35]([O:38][CH3:39])=[C:34]([N:40]([CH3:44])[CH2:41][CH2:42][CH3:43])[CH:33]=2)[C:28]([OH:31])=[N:29][N:30]=1)C1C=CC=CC=1. The catalyst is CO.[Pd]. The product is [OH:31][C:28]1[N:27]([C:32]2[CH:37]=[CH:36][C:35]([O:38][CH3:39])=[C:34]([N:40]([CH3:44])[CH2:41][CH2:42][CH3:43])[CH:33]=2)[C:26]([C:10]2[CH:11]=[C:12]([CH:23]([CH3:24])[CH3:25])[C:13]([OH:15])=[CH:14][C:9]=2[OH:8])=[N:30][N:29]=1. The yield is 0.940. (7) The reactants are [CH3:1][S:2][C:3]1[N:8]=[C:7]([C:9]2[S:13][C:12]([S:14](Cl)(=[O:16])=[O:15])=[CH:11][CH:10]=2)[CH:6]=[CH:5][N:4]=1.[N:18]1[CH:23]=CC=C[CH:19]=1.CNC.C1COCC1. The product is [CH3:19][N:18]([CH3:23])[S:14]([C:12]1[S:13][C:9]([C:7]2[CH:6]=[CH:5][N:4]=[C:3]([S:2][CH3:1])[N:8]=2)=[CH:10][CH:11]=1)(=[O:16])=[O:15]. The yield is 0.749. The catalyst is C(Cl)Cl.